Dataset: NCI-60 drug combinations with 297,098 pairs across 59 cell lines. Task: Regression. Given two drug SMILES strings and cell line genomic features, predict the synergy score measuring deviation from expected non-interaction effect. (1) Synergy scores: CSS=-0.812, Synergy_ZIP=0.959, Synergy_Bliss=1.56, Synergy_Loewe=0.550, Synergy_HSA=-0.445. Drug 1: CN(C(=O)NC(C=O)C(C(C(CO)O)O)O)N=O. Cell line: HS 578T. Drug 2: CC(C)NC(=O)C1=CC=C(C=C1)CNNC.Cl. (2) Drug 1: CCN(CC)CCCC(C)NC1=C2C=C(C=CC2=NC3=C1C=CC(=C3)Cl)OC. Synergy scores: CSS=29.7, Synergy_ZIP=-5.40, Synergy_Bliss=2.08, Synergy_Loewe=2.29, Synergy_HSA=1.27. Cell line: HOP-92. Drug 2: C1C(C(OC1N2C=NC3=C2NC=NCC3O)CO)O. (3) Drug 1: CCC1(CC2CC(C3=C(CCN(C2)C1)C4=CC=CC=C4N3)(C5=C(C=C6C(=C5)C78CCN9C7C(C=CC9)(C(C(C8N6C=O)(C(=O)OC)O)OC(=O)C)CC)OC)C(=O)OC)O.OS(=O)(=O)O. Drug 2: CC1=C(N=C(N=C1N)C(CC(=O)N)NCC(C(=O)N)N)C(=O)NC(C(C2=CN=CN2)OC3C(C(C(C(O3)CO)O)O)OC4C(C(C(C(O4)CO)O)OC(=O)N)O)C(=O)NC(C)C(C(C)C(=O)NC(C(C)O)C(=O)NCCC5=NC(=CS5)C6=NC(=CS6)C(=O)NCCC[S+](C)C)O. Cell line: NCI-H460. Synergy scores: CSS=32.3, Synergy_ZIP=-0.606, Synergy_Bliss=-1.36, Synergy_Loewe=-1.74, Synergy_HSA=-0.161. (4) Drug 1: C1C(C(OC1N2C=C(C(=O)NC2=O)F)CO)O. Drug 2: CC1=C(C(=O)C2=C(C1=O)N3CC4C(C3(C2COC(=O)N)OC)N4)N. Cell line: MCF7. Synergy scores: CSS=27.2, Synergy_ZIP=-11.0, Synergy_Bliss=-5.58, Synergy_Loewe=-0.688, Synergy_HSA=0.394. (5) Drug 1: C1=C(C(=O)NC(=O)N1)F. Drug 2: CC1CCC2CC(C(=CC=CC=CC(CC(C(=O)C(C(C(=CC(C(=O)CC(OC(=O)C3CCCCN3C(=O)C(=O)C1(O2)O)C(C)CC4CCC(C(C4)OC)OP(=O)(C)C)C)C)O)OC)C)C)C)OC. Cell line: T-47D. Synergy scores: CSS=30.4, Synergy_ZIP=0.546, Synergy_Bliss=1.96, Synergy_Loewe=6.34, Synergy_HSA=8.22.